From a dataset of Reaction yield outcomes from USPTO patents with 853,638 reactions. Predict the reaction yield, written as a fraction of the theoretical maximum amount of product (1.0 means a 100% yield; for example, 0.34 means a 34% yield). (1) The yield is 0.650. The reactants are [OH:1][CH2:2][C:3]([O:5][CH2:6][CH3:7])=[O:4].[CH3:8][C:9]([Si:12](Cl)([CH3:14])[CH3:13])([CH3:11])[CH3:10].N1C=CN=C1. No catalyst specified. The product is [Si:12]([O:1][CH2:2][C:3]([O:5][CH2:6][CH3:7])=[O:4])([C:9]([CH3:11])([CH3:10])[CH3:8])([CH3:14])[CH3:13]. (2) The yield is 0.760. The reactants are [Cl:1][C:2]1[CH:28]=[CH:27][C:5]2[N:6]([C@@H:9]3[O:26][CH2:25][C@@H:20]([O:21][C:22](=[O:24])[CH3:23])[C@@H:15]([O:16][C:17](=[O:19])[CH3:18])[C@H:10]3[O:11][C:12](=[O:14])[CH3:13])[CH:7]=[N:8][C:4]=2[CH:3]=1.[Br:29]N1C(=O)CCC1=O. The product is [Br:29][C:7]1[N:6]([C@@H:9]2[O:26][CH2:25][C@@H:20]([O:21][C:22](=[O:24])[CH3:23])[C@@H:15]([O:16][C:17](=[O:19])[CH3:18])[C@H:10]2[O:11][C:12](=[O:14])[CH3:13])[C:5]2[CH:27]=[CH:28][C:2]([Cl:1])=[CH:3][C:4]=2[N:8]=1. The catalyst is O1CCCC1. (3) The reactants are [NH2:1][C:2]1[CH:30]=[CH:29][C:5]([O:6][C:7]2[CH:12]=[CH:11][N:10]=[C:9]([NH:13][C:14](=[O:28])[N:15]([CH:17]3[CH2:22][CH2:21][N:20]([CH2:23][CH2:24][N:25]([CH3:27])[CH3:26])[CH2:19][CH2:18]3)[CH3:16])[CH:8]=2)=[CH:4][CH:3]=1.[F:31][C:32]1[CH:37]=[CH:36][C:35]([CH2:38][C:39]([N:41]=[C:42]=[O:43])=[O:40])=[CH:34][CH:33]=1.C(OCC)C.CCCCCC. The catalyst is O1CCCC1. The product is [CH3:27][N:25]([CH3:26])[CH2:24][CH2:23][N:20]1[CH2:21][CH2:22][CH:17]([N:15]([CH3:16])[C:14]([NH:13][C:9]2[CH:8]=[C:7]([O:6][C:5]3[CH:4]=[CH:3][C:2]([NH:1][C:42]([NH:41][C:39](=[O:40])[CH2:38][C:35]4[CH:36]=[CH:37][C:32]([F:31])=[CH:33][CH:34]=4)=[O:43])=[CH:30][CH:29]=3)[CH:12]=[CH:11][N:10]=2)=[O:28])[CH2:18][CH2:19]1. The yield is 0.135. (4) The reactants are [F:1][C:2]1[CH:3]=[C:4]([C:25]([O:27]CC)=O)[C:5]2[C:6](=O)[CH:7]([C:18]3[CH:23]=[CH:22][CH:21]=[CH:20][CH:19]=3)[CH:8]([C:12]3[N:13]([CH3:17])[CH:14]=[CH:15][N:16]=3)[NH:9][C:10]=2[CH:11]=1.O.[NH2:31][NH2:32]. The catalyst is CO. The product is [F:1][C:2]1[CH:11]=[C:10]2[NH:9][CH:8]([C:12]3[N:13]([CH3:17])[CH:14]=[CH:15][N:16]=3)[CH:7]([C:18]3[CH:19]=[CH:20][CH:21]=[CH:22][CH:23]=3)[C:6]3=[N:31][NH:32][C:25](=[O:27])[C:4]([CH:3]=1)=[C:5]23. The yield is 0.150. (5) The reactants are [NH2:1][C:2](=O)[CH2:3][O:4][C@@H:5]([C:19]1[CH:24]=[CH:23][CH:22]=[C:21]([Cl:25])[CH:20]=1)[C@@H:6]1[CH2:11][CH2:10][CH2:9][N:8]([C:12]([O:14][C:15]([CH3:18])([CH3:17])[CH3:16])=[O:13])[CH2:7]1.COCCO[AlH2-]OCCOC.[Na+]. The catalyst is C1(C)C=CC=CC=1. The product is [NH2:1][CH2:2][CH2:3][O:4][C@@H:5]([C:19]1[CH:24]=[CH:23][CH:22]=[C:21]([Cl:25])[CH:20]=1)[C@@H:6]1[CH2:11][CH2:10][CH2:9][N:8]([C:12]([O:14][C:15]([CH3:18])([CH3:16])[CH3:17])=[O:13])[CH2:7]1. The yield is 0.890. (6) The reactants are [Br:1][C:2]1[CH:3]=[C:4]2[C:11]3([C:15](=[O:16])[N:14]([CH3:17])[C:13](SC)=[N:12]3)[CH2:10][CH:9]([C:20]3[CH:25]=[CH:24][CH:23]=[CH:22][C:21]=3[F:26])[O:8][C:5]2=[CH:6][CH:7]=1.[NH4+:27].[I-]. The catalyst is N.CCO. The product is [NH2:27][C:13]1[N:14]([CH3:17])[C:15](=[O:16])[C:11]2([C:4]3[C:5](=[CH:6][CH:7]=[C:2]([Br:1])[CH:3]=3)[O:8][CH:9]([C:20]3[CH:25]=[CH:24][CH:23]=[CH:22][C:21]=3[F:26])[CH2:10]2)[N:12]=1. The yield is 0.700. (7) The reactants are [CH:1]1([CH2:4][O:5][NH:6][C:7]([C:9]2[C:22]([NH:23][C:24]3[CH:29]=[CH:28][C:27]([Br:30])=[CH:26][C:25]=3[Cl:31])=[C:21]([F:32])[C:12]3[N:13]=[CH:14][N:15]([CH2:16][CH2:17][CH2:18][CH2:19]Cl)[C:11]=3[CH:10]=2)=[O:8])[CH2:3][CH2:2]1.[I-].[Na+].[CH3:35][N:36]1[CH2:41][CH2:40][NH:39][CH2:38][CH2:37]1. The catalyst is C(OCC)(=O)C. The product is [CH:1]1([CH2:4][O:5][NH:6][C:7]([C:9]2[C:22]([NH:23][C:24]3[CH:29]=[CH:28][C:27]([Br:30])=[CH:26][C:25]=3[Cl:31])=[C:21]([F:32])[C:12]3[N:13]=[CH:14][N:15]([CH2:16][CH2:17][CH2:18][CH2:19][N:39]4[CH2:40][CH2:41][N:36]([CH3:35])[CH2:37][CH2:38]4)[C:11]=3[CH:10]=2)=[O:8])[CH2:2][CH2:3]1. The yield is 0.720.